Dataset: Forward reaction prediction with 1.9M reactions from USPTO patents (1976-2016). Task: Predict the product of the given reaction. Given the reactants O[NH:2][C:3]([C:5]1[CH:6]=[CH:7][C:8]2[O:13][CH2:12][C:11](=[O:14])[NH:10][C:9]=2[CH:15]=1)=[NH:4].C([O-])=O.[NH4+], predict the reaction product. The product is: [O:14]=[C:11]1[NH:10][C:9]2[CH:15]=[C:5]([C:3]([NH2:4])=[NH:2])[CH:6]=[CH:7][C:8]=2[O:13][CH2:12]1.